This data is from Aqueous solubility values for 9,982 compounds from the AqSolDB database. The task is: Regression/Classification. Given a drug SMILES string, predict its absorption, distribution, metabolism, or excretion properties. Task type varies by dataset: regression for continuous measurements (e.g., permeability, clearance, half-life) or binary classification for categorical outcomes (e.g., BBB penetration, CYP inhibition). For this dataset (solubility_aqsoldb), we predict Y. (1) The compound is CC(C)CCCCCCCOC(=O)CCCCC(=O)OCCCCCCCC(C)C. The Y is -6.63 log mol/L. (2) The drug is O=[N+]([O-])c1ccc(N=Nc2ccc(Nc3ccccc3)cc2)cc1. The Y is -7.52 log mol/L. (3) The drug is CCCOC(C)=O. The Y is -0.720 log mol/L.